Dataset: NCI-60 drug combinations with 297,098 pairs across 59 cell lines. Task: Regression. Given two drug SMILES strings and cell line genomic features, predict the synergy score measuring deviation from expected non-interaction effect. (1) Cell line: UACC-257. Drug 2: B(C(CC(C)C)NC(=O)C(CC1=CC=CC=C1)NC(=O)C2=NC=CN=C2)(O)O. Synergy scores: CSS=66.0, Synergy_ZIP=0.0803, Synergy_Bliss=-0.695, Synergy_Loewe=-1.41, Synergy_HSA=-0.729. Drug 1: CC1CCCC2(C(O2)CC(NC(=O)CC(C(C(=O)C(C1O)C)(C)C)O)C(=CC3=CSC(=N3)C)C)C. (2) Drug 1: CNC(=O)C1=CC=CC=C1SC2=CC3=C(C=C2)C(=NN3)C=CC4=CC=CC=N4. Drug 2: CN1C(=O)N2C=NC(=C2N=N1)C(=O)N. Cell line: COLO 205. Synergy scores: CSS=2.32, Synergy_ZIP=2.91, Synergy_Bliss=8.27, Synergy_Loewe=1.04, Synergy_HSA=2.38. (3) Drug 1: CN(C)N=NC1=C(NC=N1)C(=O)N. Drug 2: CC1CCC2CC(C(=CC=CC=CC(CC(C(=O)C(C(C(=CC(C(=O)CC(OC(=O)C3CCCCN3C(=O)C(=O)C1(O2)O)C(C)CC4CCC(C(C4)OC)O)C)C)O)OC)C)C)C)OC. Cell line: HT29. Synergy scores: CSS=23.3, Synergy_ZIP=-9.16, Synergy_Bliss=-7.77, Synergy_Loewe=-32.4, Synergy_HSA=-6.38. (4) Cell line: OVCAR-4. Drug 2: CN(C)C1=NC(=NC(=N1)N(C)C)N(C)C. Synergy scores: CSS=2.47, Synergy_ZIP=-2.42, Synergy_Bliss=-3.94, Synergy_Loewe=-14.2, Synergy_HSA=-7.06. Drug 1: CC12CCC(CC1=CCC3C2CCC4(C3CC=C4C5=CN=CC=C5)C)O. (5) Drug 1: C1=CC(=CC=C1CCC2=CNC3=C2C(=O)NC(=N3)N)C(=O)NC(CCC(=O)O)C(=O)O. Drug 2: B(C(CC(C)C)NC(=O)C(CC1=CC=CC=C1)NC(=O)C2=NC=CN=C2)(O)O. Cell line: NCI-H322M. Synergy scores: CSS=20.7, Synergy_ZIP=9.62, Synergy_Bliss=10.7, Synergy_Loewe=8.89, Synergy_HSA=8.77. (6) Drug 1: CC12CCC3C(C1CCC2=O)CC(=C)C4=CC(=O)C=CC34C. Drug 2: C1CCC(CC1)NC(=O)N(CCCl)N=O. Cell line: SN12C. Synergy scores: CSS=37.7, Synergy_ZIP=2.45, Synergy_Bliss=5.00, Synergy_Loewe=-8.59, Synergy_HSA=6.29. (7) Drug 1: C1CCC(C1)C(CC#N)N2C=C(C=N2)C3=C4C=CNC4=NC=N3. Drug 2: C1=CN(C(=O)N=C1N)C2C(C(C(O2)CO)O)O.Cl. Cell line: NCI-H460. Synergy scores: CSS=33.5, Synergy_ZIP=-3.18, Synergy_Bliss=-5.89, Synergy_Loewe=-34.2, Synergy_HSA=-6.03. (8) Drug 1: COC1=C(C=C2C(=C1)N=CN=C2NC3=CC(=C(C=C3)F)Cl)OCCCN4CCOCC4. Drug 2: CC(C)CN1C=NC2=C1C3=CC=CC=C3N=C2N. Cell line: ACHN. Synergy scores: CSS=42.5, Synergy_ZIP=3.70, Synergy_Bliss=0.428, Synergy_Loewe=-2.15, Synergy_HSA=1.11. (9) Drug 1: C1CC(=O)NC(=O)C1N2CC3=C(C2=O)C=CC=C3N. Drug 2: CC(C)(C#N)C1=CC(=CC(=C1)CN2C=NC=N2)C(C)(C)C#N. Cell line: NCI-H460. Synergy scores: CSS=6.70, Synergy_ZIP=-1.50, Synergy_Bliss=1.11, Synergy_Loewe=3.59, Synergy_HSA=2.01. (10) Drug 1: CCCS(=O)(=O)NC1=C(C(=C(C=C1)F)C(=O)C2=CNC3=C2C=C(C=N3)C4=CC=C(C=C4)Cl)F. Drug 2: CCN(CC)CCCC(C)NC1=C2C=C(C=CC2=NC3=C1C=CC(=C3)Cl)OC. Cell line: HOP-62. Synergy scores: CSS=31.7, Synergy_ZIP=-7.83, Synergy_Bliss=-2.16, Synergy_Loewe=-7.03, Synergy_HSA=-3.09.